This data is from Forward reaction prediction with 1.9M reactions from USPTO patents (1976-2016). The task is: Predict the product of the given reaction. (1) Given the reactants [NH2:1][C:2]1[C:3]([O:14][C:15]2[CH:16]=[C:17]([CH:25]=[CH:26][CH:27]=2)[O:18][CH2:19][CH2:20][CH2:21][C:22]([OH:24])=[O:23])=[CH:4][C:5]2[N:9]([CH3:10])[C:8](=[O:11])[N:7]([CH3:12])[C:6]=2[CH:13]=1.N1C=CC=CC=1.[CH3:34][N:35]1[CH:39]=[C:38]([S:40](Cl)(=[O:42])=[O:41])[N:37]=[CH:36]1, predict the reaction product. The product is: [CH3:12][N:7]1[C:6]2[CH:13]=[C:2]([NH:1][S:40]([C:38]3[N:37]=[CH:36][N:35]([CH3:34])[CH:39]=3)(=[O:42])=[O:41])[C:3]([O:14][C:15]3[CH:16]=[C:17]([CH:25]=[CH:26][CH:27]=3)[O:18][CH2:19][CH2:20][CH2:21][C:22]([OH:24])=[O:23])=[CH:4][C:5]=2[N:9]([CH3:10])[C:8]1=[O:11]. (2) Given the reactants [CH2:1]([N:4]([CH2:25][CH2:26][CH3:27])[C:5]([C:7]1[N:8]([CH2:18][C:19]2[CH:24]=[CH:23][CH:22]=[CH:21][CH:20]=2)[C:9]2[C:14]([CH:15]=1)=[CH:13][C:12]([O:16][CH3:17])=[CH:11][CH:10]=2)=[O:6])[CH2:2][CH3:3].[Mg], predict the reaction product. The product is: [CH2:25]([N:4]([CH2:1][CH2:2][CH3:3])[C:5]([CH:7]1[CH2:15][C:14]2[C:9](=[CH:10][CH:11]=[C:12]([O:16][CH3:17])[CH:13]=2)[N:8]1[CH2:18][C:19]1[CH:24]=[CH:23][CH:22]=[CH:21][CH:20]=1)=[O:6])[CH2:26][CH3:27].